From a dataset of Forward reaction prediction with 1.9M reactions from USPTO patents (1976-2016). Predict the product of the given reaction. (1) Given the reactants ClCCl.Cl.Cl.[NH2:6][CH2:7][C:8]1[CH:13]=[CH:12][C:11]([C:14]2[NH:18][C:17]([C@H:19]3[N:27]4[C:22](=[CH:23][C:24]([C:29]5[CH:34]=[C:33]([Cl:35])[CH:32]=[CH:31][C:30]=5[N:36]5[CH:40]=[N:39][N:38]=[N:37]5)=[CH:25][C:26]4=[O:28])[CH2:21][CH2:20]3)=[N:16][CH:15]=2)=[CH:10][CH:9]=1.[CH2:41]([N:43]=[C:44]=[O:45])[CH3:42], predict the reaction product. The product is: [Cl:35][C:33]1[CH:32]=[CH:31][C:30]([N:36]2[CH:40]=[N:39][N:38]=[N:37]2)=[C:29]([C:24]2[CH:23]=[C:22]3[N:27]([C@H:19]([C:17]4[NH:18][C:14]([C:11]5[CH:10]=[CH:9][C:8]([CH2:7][NH:6][C:44]([NH:43][CH2:41][CH3:42])=[O:45])=[CH:13][CH:12]=5)=[CH:15][N:16]=4)[CH2:20][CH2:21]3)[C:26](=[O:28])[CH:25]=2)[CH:34]=1. (2) The product is: [Cl:1][C:2]1[N:3]=[C:4]([N:32]([CH3:39])[CH2:33][C:34]2[S:35][CH:36]=[CH:37][N:38]=2)[C:5]([F:31])=[C:6]([NH:8][NH2:9])[N:7]=1. Given the reactants [Cl:1][C:2]1[N:7]=[C:6]([N:8](C(OC(C)(C)C)=O)[N:9](C(OC(C)(C)C)=O)C(OC(C)(C)C)=O)[C:5]([F:31])=[C:4]([N:32]([CH3:39])[CH2:33][C:34]2[S:35][CH:36]=[CH:37][N:38]=2)[N:3]=1.Cl, predict the reaction product. (3) Given the reactants [CH:1]1([C:4]2[CH:9]=[CH:8][C:7]([C@@H:10]3[CH2:12][C@H:11]3[NH:13]C(=O)OC(C)(C)C)=[CH:6][CH:5]=2)[CH2:3][CH2:2]1.C(O)(C(F)(F)F)=O, predict the reaction product. The product is: [CH:1]1([C:4]2[CH:9]=[CH:8][C:7]([C@@H:10]3[CH2:12][C@H:11]3[NH2:13])=[CH:6][CH:5]=2)[CH2:3][CH2:2]1. (4) Given the reactants [C:1]([O:5][C:6]([N:8]1[CH2:17][CH2:16][C:15]2[C:10](=[CH:11][C:12](Br)=[CH:13][CH:14]=2)[CH2:9]1)=[O:7])([CH3:4])([CH3:3])[CH3:2].[I-:19].[Na+].CNCCNC.N, predict the reaction product. The product is: [C:1]([O:5][C:6]([N:8]1[CH2:17][CH2:16][C:15]2[C:10](=[CH:11][C:12]([I:19])=[CH:13][CH:14]=2)[CH2:9]1)=[O:7])([CH3:4])([CH3:3])[CH3:2]. (5) Given the reactants Br[C:2]1[S:6][C:5]([CH:7]=[O:8])=[CH:4][CH:3]=1.[CH3:9][S:10]([NH:13][C:14]1[CH:19]=[CH:18][C:17](B(O)O)=[CH:16][CH:15]=1)(=[O:12])=[O:11], predict the reaction product. The product is: [CH:7]([C:5]1[S:6][C:2]([C:17]2[CH:16]=[CH:15][C:14]([NH:13][S:10]([CH3:9])(=[O:11])=[O:12])=[CH:19][CH:18]=2)=[CH:3][CH:4]=1)=[O:8]. (6) Given the reactants [Cl:1][C:2]1[CH:10]=[CH:9][CH:8]=[C:7]2[C:3]=1[CH:4]([NH:12][C:13]1[CH:18]=[CH:17][C:16]([C:19]([F:28])([C:24]([F:27])([F:26])[F:25])[C:20]([F:23])([F:22])[F:21])=[CH:15][C:14]=1[CH3:29])[O:5][C:6]2=O.S(Cl)([Cl:32])=O, predict the reaction product. The product is: [Cl:32][CH:4]1[C:3]2[C:7](=[CH:8][CH:9]=[CH:10][C:2]=2[Cl:1])[C:6](=[O:5])[N:12]1[C:13]1[CH:18]=[CH:17][C:16]([C:19]([F:28])([C:24]([F:27])([F:25])[F:26])[C:20]([F:23])([F:21])[F:22])=[CH:15][C:14]=1[CH3:29]. (7) The product is: [F:58][P-:59]([F:64])([F:63])([F:62])([F:61])[F:60].[Cl:23][C:24]1[CH:29]=[CH:28][C:27]([CH2:30][C:31]([NH:2][CH2:3][CH2:4][CH2:5][N+:6]([CH2:9][CH2:10][NH:11][C:12]([C:14]2[C:19]([NH2:20])=[N:18][C:17]([NH2:21])=[C:16]([Cl:22])[N:15]=2)=[O:13])([CH3:7])[CH3:8])=[O:32])=[CH:26][CH:25]=1. Given the reactants [Br-].[NH2:2][CH2:3][CH2:4][CH2:5][N+:6]([CH2:9][CH2:10][NH:11][C:12]([C:14]1[C:19]([NH2:20])=[N:18][C:17]([NH2:21])=[C:16]([Cl:22])[N:15]=1)=[O:13])([CH3:8])[CH3:7].[Cl:23][C:24]1[CH:29]=[CH:28][C:27]([CH2:30][C:31](O)=[O:32])=[CH:26][CH:25]=1.CN1CCOCC1.CN(C(ON1N=NC2C=CC=NC1=2)=[N+](C)C)C.[F:58][P-:59]([F:64])([F:63])([F:62])([F:61])[F:60], predict the reaction product. (8) Given the reactants CC1(C)COB([C:8]2[CH:22]=[CH:21][C:11]([N:12]([CH2:17][CH:18]([CH3:20])[CH3:19])[CH2:13][CH:14]([CH3:16])[CH3:15])=[C:10]([N+:23]([O-:25])=[O:24])[CH:9]=2)OC1.Br[C:28]1[CH:37]=[CH:36][CH:35]=[C:34]([CH3:38])[C:29]=1[C:30]([O:32][CH3:33])=[O:31].O1CCOCC1.C(=O)([O-])[O-].[Cs+].[Cs+], predict the reaction product. The product is: [CH2:17]([N:12]([CH2:13][CH:14]([CH3:15])[CH3:16])[C:11]1[CH:21]=[CH:22][C:8]([C:28]2[C:29]([C:30]([O:32][CH3:33])=[O:31])=[C:34]([CH3:38])[CH:35]=[CH:36][CH:37]=2)=[CH:9][C:10]=1[N+:23]([O-:25])=[O:24])[CH:18]([CH3:19])[CH3:20].